This data is from Forward reaction prediction with 1.9M reactions from USPTO patents (1976-2016). The task is: Predict the product of the given reaction. (1) The product is: [S:1]1[CH:5]=[CH:4][CH:3]=[C:2]1[C:6]([C:8]1[CH:9]=[N:10][N:11]2[C:16]([C:17]3[CH:18]=[C:19]([CH:24]=[CH:25][CH:26]=3)[C:20]([OH:22])=[O:21])=[CH:15][CH:14]=[N:13][C:12]=12)=[O:7]. Given the reactants [S:1]1[CH:5]=[CH:4][CH:3]=[C:2]1[C:6]([C:8]1[CH:9]=[N:10][N:11]2[C:16]([C:17]3[CH:18]=[C:19]([CH:24]=[CH:25][CH:26]=3)[C:20]([O:22]C)=[O:21])=[CH:15][CH:14]=[N:13][C:12]=12)=[O:7].[OH-].[K+], predict the reaction product. (2) Given the reactants [CH2:1]([O:8][C:9]([NH:11][CH:12]1[C:21]2[C:16](=[CH:17][C:18]([C:22]([OH:24])=O)=[CH:19][CH:20]=2)[O:15][CH2:14][CH2:13]1)=[O:10])[C:2]1[CH:7]=[CH:6][CH:5]=[CH:4][CH:3]=1.S(Cl)(Cl)=O.[NH2:29][C:30]1[CH:35]=[CH:34][N:33]=[CH:32][CH:31]=1, predict the reaction product. The product is: [CH2:1]([O:8][C:9]([NH:11][CH:12]1[C:21]2[C:16](=[CH:17][C:18]([C:22]([NH:29][C:30]3[CH:35]=[CH:34][N:33]=[CH:32][CH:31]=3)=[O:24])=[CH:19][CH:20]=2)[O:15][CH2:14][CH2:13]1)=[O:10])[C:2]1[CH:7]=[CH:6][CH:5]=[CH:4][CH:3]=1. (3) Given the reactants CS(Cl)(=O)=O.[F:6][C:7]([F:38])([F:37])[C:8]1[CH:9]=[C:10]([NH:14][C:15]([N:17]2[C:25]3[C:20](=[C:21]([F:35])[C:22]([O:26][C:27]4[CH:32]=[CH:31][N:30]=[C:29]([CH2:33]O)[N:28]=4)=[CH:23][CH:24]=3)[CH:19]=[C:18]2[CH3:36])=[O:16])[CH:11]=[CH:12][CH:13]=1.CCN(CC)CC.[CH2:46]([CH2:48][NH2:49])[OH:47], predict the reaction product. The product is: [F:38][C:7]([F:6])([F:37])[C:8]1[CH:9]=[C:10]([NH:14][C:15]([N:17]2[C:25]3[C:20](=[C:21]([F:35])[C:22]([O:26][C:27]4[CH:32]=[CH:31][N:30]=[C:29]([CH2:33][NH:49][CH2:48][CH2:46][OH:47])[N:28]=4)=[CH:23][CH:24]=3)[CH:19]=[C:18]2[CH3:36])=[O:16])[CH:11]=[CH:12][CH:13]=1. (4) Given the reactants [C-]#N.[K+].C1N2CC[N:6](CC2)[CH2:5]1.[Br:12][C:13]1[C:14]([N:20]([CH:29]2[CH2:34][CH2:33][CH2:32][CH2:31][CH2:30]2)[NH:21][C:22]([O:24][C:25]([CH3:28])([CH3:27])[CH3:26])=[O:23])=[N:15][C:16](Cl)=[N:17][CH:18]=1, predict the reaction product. The product is: [Br:12][C:13]1[C:14]([N:20]([CH:29]2[CH2:34][CH2:33][CH2:32][CH2:31][CH2:30]2)[NH:21][C:22]([O:24][C:25]([CH3:28])([CH3:27])[CH3:26])=[O:23])=[N:15][C:16]([C:5]#[N:6])=[N:17][CH:18]=1. (5) Given the reactants Cl[C:2]1[CH:3]=[C:4]([C:8]2[CH:13]=[CH:12][C:11]([NH:14][C:15]([NH:17][C:18]3[CH:23]=[CH:22][C:21]([O:24][C:25]4[CH:30]=[CH:29][N:28]=[C:27]([NH:31][CH2:32][CH2:33][CH2:34][CH2:35][N:36]([CH3:38])[CH3:37])[N:26]=4)=[CH:20][C:19]=3C)=[O:16])=[CH:10][C:9]=2[C:40]([F:43])([F:42])[F:41])[CH:5]=[CH:6][CH:7]=1.NC1C=CC(OC2C=CN=C(NCCCCN(C)C)N=2)=CC=1.C(Cl)[Cl:67].CO, predict the reaction product. The product is: [Cl:67][C:10]1[C:9]([C:40]([F:41])([F:43])[F:42])=[C:8]([C:4]2[CH:5]=[CH:6][CH:7]=[CH:2][CH:3]=2)[CH:13]=[CH:12][C:11]=1[NH:14][C:15]([NH:17][C:18]1[CH:23]=[CH:22][C:21]([O:24][C:25]2[CH:30]=[CH:29][N:28]=[C:27]([NH:31][CH2:32][CH2:33][CH2:34][CH2:35][N:36]([CH3:37])[CH3:38])[N:26]=2)=[CH:20][CH:19]=1)=[O:16]. (6) Given the reactants [CH3:1][CH:2]([CH2:13][N+:14]([O-])=O)[CH2:3][C:4]([C:7]1[CH:8]=[N:9][CH:10]=[CH:11][CH:12]=1)([OH:6])[CH3:5], predict the reaction product. The product is: [NH2:14][CH2:13][CH:2]([CH3:1])[CH2:3][C:4]([C:7]1[CH:8]=[N:9][CH:10]=[CH:11][CH:12]=1)([OH:6])[CH3:5]. (7) Given the reactants [Cl:1][C:2]1[C:3]([O:12][C:13]2[C:19]([CH3:20])=[CH:18][C:16]([NH2:17])=[CH:15][C:14]=2[CH3:21])=[N:4][CH:5]=[C:6]([C:8]([F:11])([F:10])[F:9])[CH:7]=1.[CH3:22][CH:23]([C:28](=O)[CH2:29][CH3:30])[C:24](OC)=[O:25].C1(C)C=CC(S(O)(=O)=O)=CC=1, predict the reaction product. The product is: [Cl:1][C:2]1[C:3]([O:12][C:13]2[C:19]([CH3:20])=[C:18]3[C:16](=[CH:15][C:14]=2[CH3:21])[N:17]=[C:28]([CH2:29][CH3:30])[C:23]([CH3:22])=[C:24]3[OH:25])=[N:4][CH:5]=[C:6]([C:8]([F:11])([F:9])[F:10])[CH:7]=1. (8) Given the reactants [Cl:1][C:2]1[CH:7]=[CH:6][C:5]([C:8](O)([CH3:15])[CH2:9][C:10]([O:12][CH2:13][CH3:14])=[O:11])=[CH:4][CH:3]=1.CC(C1C=CC(Cl)=CC=1)=O.[Cl-].[In+3].[Cl-].[Cl-].[CH3:31][S:32][CH2:33][C:34]1[CH:35]=[CH:36][CH:37]=[C:38]2[C:42]=1[NH:41][CH:40]=[CH:39]2, predict the reaction product. The product is: [Cl:1][C:2]1[CH:3]=[CH:4][C:5]([C:8]([C:39]2[C:38]3[C:42](=[C:34]([CH2:33][S:32][CH3:31])[CH:35]=[CH:36][CH:37]=3)[NH:41][CH:40]=2)([CH3:15])[CH2:9][C:10]([O:12][CH2:13][CH3:14])=[O:11])=[CH:6][CH:7]=1. (9) Given the reactants [CH2:11]([O:10][C:8](N=N[C:8]([O:10][CH2:11][CH3:12])=[O:9])=[O:9])[CH3:12].[C:26]1(P([C:26]2[CH:31]=[CH:30][CH:29]=[CH:28][CH:27]=2)[C:26]2[CH:31]=[CH:30][CH:29]=[CH:28][CH:27]=2)[CH:31]=[CH:30][CH:29]=[CH:28][CH:27]=1.[CH3:32][CH:33]([OH:35])[CH3:34].CCCCCC.[O:42]1CCC[CH2:43]1, predict the reaction product. The product is: [CH:33]([O:35][C:26]1[CH:27]=[C:28]([CH:8]2[O:9][CH2:12][CH2:11][O:10]2)[CH:29]=[C:30]([O:42][CH3:43])[CH:31]=1)([CH3:34])[CH3:32]. (10) Given the reactants [NH2:1][C:2]1[CH:7]=[CH:6][C:5]([N+:8]([O-:10])=[O:9])=[CH:4][C:3]=1[OH:11].[F-].[K+].Br[C:15]([CH3:25])([CH3:24])[C:16]([C:18]1[CH:23]=[CH:22][CH:21]=[CH:20][CH:19]=1)=O.O, predict the reaction product. The product is: [CH3:24][C:15]1([CH3:25])[C:16]([C:18]2[CH:23]=[CH:22][CH:21]=[CH:20][CH:19]=2)=[N:1][C:2]2[CH:7]=[CH:6][C:5]([N+:8]([O-:10])=[O:9])=[CH:4][C:3]=2[O:11]1.